From a dataset of Reaction yield outcomes from USPTO patents with 853,638 reactions. Predict the reaction yield, written as a fraction of the theoretical maximum amount of product (1.0 means a 100% yield; for example, 0.34 means a 34% yield). (1) The reactants are [C:1]([O:9][CH2:10][CH3:11])(=[O:8])[CH2:2][C:3]([O:5][CH2:6][CH3:7])=[O:4].[H-].[Na+].C(O[CH:17]([NH:22][C:23]1[CH:28]=[CH:27][CH:26]=[CH:25][CH:24]=1)[C:18]([F:21])([F:20])[F:19])C.Cl. The catalyst is O1CCCC1. The product is [F:19][C:18]([F:20])([F:21])[CH:17]([CH:2]([C:3]([O:5][CH2:6][CH3:7])=[O:4])[C:1]([O:9][CH2:10][CH3:11])=[O:8])[NH:22][C:23]1[CH:28]=[CH:27][CH:26]=[CH:25][CH:24]=1. The yield is 0.540. (2) The reactants are C([NH:8][C@H:9]1[CH2:14][CH2:13][C@H:12]([C:15]2[CH:20]=[CH:19][C:18]([O:21][Si:22]([C:25]([CH3:28])([CH3:27])[CH3:26])([CH3:24])[CH3:23])=[CH:17][C:16]=2[O:29][Si:30]([C:33]([CH3:36])([CH3:35])[CH3:34])([CH3:32])[CH3:31])[CH2:11][CH2:10]1)C1C=CC=CC=1. The catalyst is C(O)C.[Pd]. The product is [Si:30]([O:29][C:16]1[CH:17]=[C:18]([O:21][Si:22]([C:25]([CH3:26])([CH3:27])[CH3:28])([CH3:24])[CH3:23])[CH:19]=[CH:20][C:15]=1[C@H:12]1[CH2:11][CH2:10][C@H:9]([NH2:8])[CH2:14][CH2:13]1)([C:33]([CH3:34])([CH3:35])[CH3:36])([CH3:32])[CH3:31]. The yield is 0.970. (3) The product is [F:1][C:2]1[CH:3]=[CH:4][C:5]([N:8]2[CH:12]=[N:11][N:10]=[C:9]2/[CH:13]=[CH:23]/[C:24]([OH:26])=[O:25])=[CH:6][CH:7]=1. The reactants are [F:1][C:2]1[CH:7]=[CH:6][C:5]([N:8]2[CH:12]=[N:11][N:10]=[C:9]2[CH:13]=O)=[CH:4][CH:3]=1.C(OP([CH2:23][C:24]([O:26]CC)=[O:25])(OCC)=O)C.[H-].[Na+].Cl. The catalyst is O1CCCC1. The yield is 0.760. (4) The reactants are [N+:1]([CH2:4][CH2:5][C:6]1([C:18]([O:20]CC)=O)[CH2:10][CH2:9][CH2:8][N:7]1[CH2:11][C:12]1[CH:17]=[CH:16][CH:15]=[CH:14][CH:13]=1)([O-])=O. The catalyst is [Ni].C(O)C. The product is [CH2:11]([N:7]1[CH2:8][CH2:9][CH2:10][C:6]21[C:18](=[O:20])[NH:1][CH2:4][CH2:5]2)[C:12]1[CH:17]=[CH:16][CH:15]=[CH:14][CH:13]=1. The yield is 0.931. (5) The reactants are CS([C:5]1[S:6][C:7]2[C:12]([N:13]=1)=[CH:11][CH:10]=[C:9]([C:14]1[CH:15]=[C:16]([CH:22]=[CH:23][CH:24]=1)[C:17]([O:19][CH2:20][CH3:21])=[O:18])[N:8]=2)(=O)=O.[NH3:25].CC(O)C. No catalyst specified. The product is [NH2:25][C:5]1[S:6][C:7]2[C:12]([N:13]=1)=[CH:11][CH:10]=[C:9]([C:14]1[CH:15]=[C:16]([CH:22]=[CH:23][CH:24]=1)[C:17]([O:19][CH2:20][CH3:21])=[O:18])[N:8]=2. The yield is 0.910. (6) The reactants are [NH2:1][C:2]1[C:11]2[C:6](=[C:7](I)[C:8]([F:12])=[CH:9][CH:10]=2)[N:5]=[N:4][C:3]=1[C:14]([NH:16][CH:17]1[CH2:19][CH2:18]1)=[O:15].[CH3:20][O:21][C:22]1[C:27](B(O)O)=[CH:26][CH:25]=[C:24]([O:31][CH3:32])[N:23]=1. No catalyst specified. The product is [NH2:1][C:2]1[C:11]2[C:6](=[C:7]([C:27]3[C:22]([O:21][CH3:20])=[N:23][C:24]([O:31][CH3:32])=[CH:25][CH:26]=3)[C:8]([F:12])=[CH:9][CH:10]=2)[N:5]=[N:4][C:3]=1[C:14]([NH:16][CH:17]1[CH2:19][CH2:18]1)=[O:15]. The yield is 0.670.